This data is from Reaction yield outcomes from USPTO patents with 853,638 reactions. The task is: Predict the reaction yield, written as a fraction of the theoretical maximum amount of product (1.0 means a 100% yield; for example, 0.34 means a 34% yield). (1) The reactants are [NH2:1][C:2]1[C:3]([NH:21][CH3:22])=[N:4][C:5]([NH:8][C:9]2[CH:14]=[CH:13][C:12]([N:15]3[CH2:20][CH2:19][O:18][CH2:17][CH2:16]3)=[CH:11][CH:10]=2)=[N:6][CH:7]=1.[Br:23][C:24]1[CH:25]=[N:26][CH:27]=[C:28]([Br:37])[C:29]=1[C:30](=O)[C:31]([O:33]CC)=O.CC(O)=O. The catalyst is COCCO.CCOC(C)=O. The product is [Br:37][C:28]1[CH:27]=[N:26][CH:25]=[C:24]([Br:23])[C:29]=1[C:30]1[C:31](=[O:33])[N:21]([CH3:22])[C:3]2[N:4]=[C:5]([NH:8][C:9]3[CH:14]=[CH:13][C:12]([N:15]4[CH2:20][CH2:19][O:18][CH2:17][CH2:16]4)=[CH:11][CH:10]=3)[N:6]=[CH:7][C:2]=2[N:1]=1. The yield is 0.260. (2) The reactants are [C:1]([C:3]1[CH:8]=[CH:7][C:6]([N:9]2[CH2:14][CH2:13][NH:12][CH2:11][CH2:10]2)=[CH:5][CH:4]=1)#[N:2].C(N(CC)CC)C.[C:22](O[C:22]([O:24][C:25]([CH3:28])([CH3:27])[CH3:26])=[O:23])([O:24][C:25]([CH3:28])([CH3:27])[CH3:26])=[O:23]. The catalyst is ClCCl. The product is [C:25]([O:24][C:22]([N:12]1[CH2:13][CH2:14][N:9]([C:6]2[CH:5]=[CH:4][C:3]([C:1]#[N:2])=[CH:8][CH:7]=2)[CH2:10][CH2:11]1)=[O:23])([CH3:28])([CH3:27])[CH3:26]. The yield is 1.00. (3) The reactants are Cl[C:2]1[CH:3]=[C:4]([C:9]2[N:13]3[C:14]4[N:22]=[C:21]([O:23][CH3:24])[CH:20]=[CH:19][C:15]=4[N:16]=[C:17]([CH3:18])[C:12]3=[C:11]([CH3:25])[N:10]=2)[CH:5]=[C:6](Cl)[CH:7]=1.[CH3:26][O:27]C1C=CC=CC=1B(O)O.C([O-])([O-])=O.[K+].[K+]. The catalyst is C1C=CC([P]([Pd]([P](C2C=CC=CC=2)(C2C=CC=CC=2)C2C=CC=CC=2)([P](C2C=CC=CC=2)(C2C=CC=CC=2)C2C=CC=CC=2)[P](C2C=CC=CC=2)(C2C=CC=CC=2)C2C=CC=CC=2)(C2C=CC=CC=2)C2C=CC=CC=2)=CC=1. The product is [CH3:24][O:23][C:21]1[CH:20]=[CH:19][C:15]2[N:16]=[C:17]([CH3:18])[C:12]3[N:13]([C:9]([C:4]4[CH:5]=[CH:6][CH:7]=[CH:2][C:3]=4[O:27][CH3:26])=[N:10][C:11]=3[CH3:25])[C:14]=2[N:22]=1. The yield is 1.00.